Dataset: Peptide-MHC class II binding affinity with 134,281 pairs from IEDB. Task: Regression. Given a peptide amino acid sequence and an MHC pseudo amino acid sequence, predict their binding affinity value. This is MHC class II binding data. (1) The binding affinity (normalized) is 0.332. The MHC is DRB1_0101 with pseudo-sequence DRB1_0101. The peptide sequence is GGTEIKYNGEEYLIL. (2) The peptide sequence is AAATAGTTVYGAFAA. The MHC is DRB1_0701 with pseudo-sequence DRB1_0701. The binding affinity (normalized) is 0.255. (3) The MHC is HLA-DQA10101-DQB10501 with pseudo-sequence HLA-DQA10101-DQB10501. The binding affinity (normalized) is 0.484. The peptide sequence is SQDDELSWNLNGLQAY.